This data is from Reaction yield outcomes from USPTO patents with 853,638 reactions. The task is: Predict the reaction yield, written as a fraction of the theoretical maximum amount of product (1.0 means a 100% yield; for example, 0.34 means a 34% yield). (1) The reactants are [CH:1]1([CH2:4][NH:5][C:6]2[N:11]([CH3:12])[C:10](=[O:13])[C:9]([C:14]3[CH:19]=[CH:18][C:17]([O:20][C:21]4[CH:26]=[CH:25][N:24]=[C:23]5[N:27](CC6C=CC(OC)=CC=6)[N:28]=[C:29]([CH3:30])[C:22]=45)=[C:16]([F:40])[CH:15]=3)=[CH:8][N:7]=2)[CH2:3][CH2:2]1. The catalyst is C(O)(C(F)(F)F)=O. The product is [CH:1]1([CH2:4][NH:5][C:6]2[N:11]([CH3:12])[C:10](=[O:13])[C:9]([C:14]3[CH:19]=[CH:18][C:17]([O:20][C:21]4[CH:26]=[CH:25][N:24]=[C:23]5[NH:27][N:28]=[C:29]([CH3:30])[C:22]=45)=[C:16]([F:40])[CH:15]=3)=[CH:8][N:7]=2)[CH2:3][CH2:2]1. The yield is 0.460. (2) The reactants are [CH3:1][O:2][C:3]1[C:8]2[N:9]=[C:10]([C:12]#[N:13])[S:11][C:7]=2[C:6]([N:14]2[CH2:19][CH2:18][O:17][CH2:16][CH2:15]2)=[CH:5][CH:4]=1.C(N(CC)CC)C.[SH2:27]. The catalyst is N1C=CC=CC=1. The product is [CH3:1][O:2][C:3]1[C:8]2[N:9]=[C:10]([C:12](=[S:27])[NH2:13])[S:11][C:7]=2[C:6]([N:14]2[CH2:15][CH2:16][O:17][CH2:18][CH2:19]2)=[CH:5][CH:4]=1. The yield is 0.870. (3) The reactants are [CH3:1][C:2]([CH3:34])([CH3:33])[CH2:3][C:4]([NH:6][C:7]1[C:8]([CH3:32])=[C:9]([CH3:31])[C:10]2[O:14][CH2:13][CH:12]([C:15]3[CH:20]=[CH:19][C:18]([CH:21]([CH3:28])[CH2:22][C:23](OCC)=[O:24])=[CH:17][CH:16]=3)[C:11]=2[C:29]=1[CH3:30])=[O:5]. The catalyst is C(OCC)(=O)C.CCCCCC. The product is [OH:24][CH2:23][CH2:22][CH:21]([C:18]1[CH:19]=[CH:20][C:15]([CH:12]2[C:11]3[C:29]([CH3:30])=[C:7]([NH:6][C:4](=[O:5])[CH2:3][C:2]([CH3:33])([CH3:1])[CH3:34])[C:8]([CH3:32])=[C:9]([CH3:31])[C:10]=3[O:14][CH2:13]2)=[CH:16][CH:17]=1)[CH3:28]. The yield is 0.850. (4) The reactants are [NH2:1][CH2:2][C:3]1[N:7]=[C:6]([C@H:8]([CH2:17][CH2:18][CH2:19][CH:20]2[CH2:25][CH2:24][CH2:23][CH2:22][CH2:21]2)[CH2:9][C:10]([O:12][C:13]([CH3:16])([CH3:15])[CH3:14])=[O:11])[O:5][N:4]=1.C1C(=O)[N:30](OC(ON2C(=O)CCC2=O)=O)[C:28](=[O:29])C1.N. The catalyst is CC#N. The product is [NH2:30][C:28]([NH:1][CH2:2][C:3]1[N:7]=[C:6]([C@H:8]([CH2:17][CH2:18][CH2:19][CH:20]2[CH2:21][CH2:22][CH2:23][CH2:24][CH2:25]2)[CH2:9][C:10]([O:12][C:13]([CH3:15])([CH3:16])[CH3:14])=[O:11])[O:5][N:4]=1)=[O:29]. The yield is 0.730. (5) The reactants are OS(O)(=O)=O.[CH3:6][O:7][C:8]1[CH:13]=[CH:12][N:11]=[CH:10][CH:9]=1.[N+:14]([O-])([OH:16])=[O:15].C([O-])([O-])=O.[K+].[K+]. No catalyst specified. The product is [CH3:6][O:7][C:8]1[CH:13]=[CH:12][N:11]=[CH:10][C:9]=1[N+:14]([O-:16])=[O:15]. The yield is 0.920. (6) The reactants are [C:1]1(=[N:13]O)[CH2:12][CH2:11][CH2:10][CH2:9][CH2:8][CH2:7][CH2:6][CH2:5][CH2:4][CH2:3][CH2:2]1.S(Cl)(Cl)=[O:16]. The catalyst is C1(C)C=CC=CC=1.[Cl-].[Zn+2].[Cl-]. The product is [C:1]1(=[O:16])[NH:13][CH2:2][CH2:3][CH2:4][CH2:5][CH2:6][CH2:7][CH2:8][CH2:9][CH2:10][CH2:11][CH2:12]1. The yield is 0.988. (7) The reactants are O=P(Cl)(Cl)Cl.[CH:6]1([CH2:9][C:10](N(C)C)=[O:11])[CH2:8][CH2:7]1.[Cl:15][C:16]1[CH:21]=[CH:20][C:19]([C:22]2[N:23]([CH3:28])[CH:24]=[CH:25][C:26]=2[CH3:27])=[CH:18][CH:17]=1.C([O-])(=O)C.[Na+]. The catalyst is ClCCCl.O.C(Cl)Cl. The product is [Cl:15][C:16]1[CH:17]=[CH:18][C:19]([C:22]2[N:23]([CH3:28])[C:24]([C:10](=[O:11])[CH2:9][CH:6]3[CH2:7][CH2:8]3)=[CH:25][C:26]=2[CH3:27])=[CH:20][CH:21]=1. The yield is 0.305. (8) The reactants are [CH3:1][O:2][C:3]1[C:8]([O:9][CH3:10])=[C:7]([O:11][CH3:12])[CH:6]=[C:5]([CH3:13])[C:4]=1[CH:14]([C:16]1[C:21]([C:22]([F:25])([F:24])[F:23])=[CH:20][N:19]=[C:18](Cl)[C:17]=1[Cl:27])[OH:15].C(N(CC)CC)C. The yield is 0.700. The catalyst is [C].[Pd].CO. The product is [CH3:1][O:2][C:3]1[C:8]([O:9][CH3:10])=[C:7]([O:11][CH3:12])[CH:6]=[C:5]([CH3:13])[C:4]=1[CH:14]([C:16]1[C:21]([C:22]([F:25])([F:24])[F:23])=[CH:20][N:19]=[CH:18][C:17]=1[Cl:27])[OH:15]. (9) The reactants are O.[CH3:2][C:3]1([CH3:30])[O:8][CH2:7][CH:6]([CH2:9][O:10][C:11]2[C:16]([CH3:17])=[CH:15][N:14]=[C:13]([CH2:18][S:19][C:20]3[NH:24][C:23]4[CH:25]=[CH:26][CH:27]=[CH:28][C:22]=4[N:21]=3)[C:12]=2[CH3:29])[CH2:5][O:4]1.C(N(CC)C(C)C)(C)C.[O-]O.C1(C(C)C)C=CC=CC=1.C(=O)([O-])[OH:52].[Na+]. The catalyst is CC(C)[O-].[Ti+4].CC(C)[O-].CC(C)[O-].CC(C)[O-].C1(C)C=CC=CC=1. The product is [CH3:2][C:3]1([CH3:30])[O:4][CH2:5][CH:6]([CH2:9][O:10][C:11]2[C:16]([CH3:17])=[CH:15][N:14]=[C:13]([CH2:18][S:19]([C:20]3[NH:21][C:22]4[CH:28]=[CH:27][CH:26]=[CH:25][C:23]=4[N:24]=3)=[O:52])[C:12]=2[CH3:29])[CH2:7][O:8]1. The yield is 0.844.